From a dataset of Full USPTO retrosynthesis dataset with 1.9M reactions from patents (1976-2016). Predict the reactants needed to synthesize the given product. The reactants are: [C:1]1([S:7]([N:10]2[C:14]3=[N:15][CH:16]=[CH:17][CH:18]=[C:13]3[CH:12]=[CH:11]2)(=[O:9])=[O:8])[CH:6]=[CH:5][CH:4]=[CH:3][CH:2]=1.C([Li])CCC.CCCCCC.[CH3:30][S:31][C:32]1[CH:39]=[CH:38][C:35]([CH:36]=[O:37])=[CH:34][CH:33]=1. Given the product [C:1]1([S:7]([N:10]2[C:14]3=[N:15][CH:16]=[CH:17][CH:18]=[C:13]3[CH:12]=[C:11]2[CH:36]([C:35]2[CH:38]=[CH:39][C:32]([S:31][CH3:30])=[CH:33][CH:34]=2)[OH:37])(=[O:9])=[O:8])[CH:2]=[CH:3][CH:4]=[CH:5][CH:6]=1, predict the reactants needed to synthesize it.